Predict which catalyst facilitates the given reaction. From a dataset of Catalyst prediction with 721,799 reactions and 888 catalyst types from USPTO. (1) The catalyst class is: 2. Reactant: [Cl:1][C:2]1[C:7]([C:8]([CH3:10])=[CH2:9])=[CH:6][C:5]([C:11]#[N:12])=[CH:4][C:3]=1[NH:13][C:14]1[N:19]=[C:18]([N:20]([CH:30]2[CH2:32][CH2:31]2)CC2C=CC(OC)=CC=2)[C:17]2=[N:33][CH:34]=[C:35]([C:36]#[N:37])[N:16]2[N:15]=1.C1(OC)C=CC=CC=1.C(O)(C(F)(F)F)=O. Product: [Cl:1][C:2]1[C:7]([C:8]([CH3:10])=[CH2:9])=[CH:6][C:5]([C:11]#[N:12])=[CH:4][C:3]=1[NH:13][C:14]1[N:19]=[C:18]([NH:20][CH:30]2[CH2:32][CH2:31]2)[C:17]2=[N:33][CH:34]=[C:35]([C:36]#[N:37])[N:16]2[N:15]=1. (2) Reactant: Cl[C:2]1[N:7]=[C:6]2[NH:8][N:9]=[C:10]([C:11]3[CH:16]=[CH:15][N:14]=[C:13]([S:17][CH3:18])[N:12]=3)[C:5]2=[CH:4][N:3]=1.[NH2:19][C@H:20]1[CH2:25][CH2:24][C@H:23]([NH:26][C:27](=[O:33])[O:28][C:29]([CH3:32])([CH3:31])[CH3:30])[CH2:22][CH2:21]1.C(N(CC)CC)C. Product: [C:29]([O:28][C:27](=[O:33])[NH:26][CH:23]1[CH2:22][CH2:21][CH:20]([NH:19][C:2]2[N:7]=[C:6]3[NH:8][N:9]=[C:10]([C:11]4[CH:16]=[CH:15][N:14]=[C:13]([S:17][CH3:18])[N:12]=4)[C:5]3=[CH:4][N:3]=2)[CH2:25][CH2:24]1)([CH3:32])([CH3:30])[CH3:31]. The catalyst class is: 41.